This data is from Full USPTO retrosynthesis dataset with 1.9M reactions from patents (1976-2016). The task is: Predict the reactants needed to synthesize the given product. (1) The reactants are: [NH2:1][C:2](=[N:36][C:37](=[O:44])[C:38]1[CH:43]=[CH:42][CH:41]=[CH:40][CH:39]=1)[C:3]1[CH:8]=[CH:7][C:6]([NH:9][C@H:10]([C:23]2[CH:28]=[C:27]([O:29][CH3:30])[CH:26]=[C:25]([O:31][CH2:32][CH2:33][OH:34])[C:24]=2[F:35])[C:11]2[NH:15][C:14](=[O:16])[N:13]([C:17]3[N:22]=[CH:21][CH:20]=[CH:19][N:18]=3)[N:12]=2)=[CH:5][CH:4]=1.[F:45][C@@H:46]1[CH2:51][CH2:50][CH2:49][CH2:48][C@H:47]1[O:52][C:53](=[O:59])[O:54][CH:55](Cl)[CH2:56][CH3:57].[I-].[Na+].C(=O)([O-])O.[K+]. Given the product [F:45][C@@H:46]1[CH2:51][CH2:50][CH2:49][CH2:48][C@H:47]1[O:52][C:53](=[O:59])[O:54][CH:55]([O:16][C:14]1[N:13]([C:17]2[N:18]=[CH:19][CH:20]=[CH:21][N:22]=2)[N:12]=[C:11]([C@H:10]([NH:9][C:6]2[CH:7]=[CH:8][C:3]([C:2]([NH2:1])=[N:36][C:37](=[O:44])[C:38]3[CH:39]=[CH:40][CH:41]=[CH:42][CH:43]=3)=[CH:4][CH:5]=2)[C:23]2[CH:28]=[C:27]([O:29][CH3:30])[CH:26]=[C:25]([O:31][CH2:32][CH2:33][OH:34])[C:24]=2[F:35])[N:15]=1)[CH2:56][CH3:57], predict the reactants needed to synthesize it. (2) Given the product [C:23](=[O:24])([O:1][CH:2]([CH3:15])[CH2:3][C:4](=[O:5])[C@@H:6]1[C:11]([CH3:13])([CH3:12])[CH2:10][CH:9]=[CH:8][C@H:7]1[CH3:14])[O:25][CH2:26][CH3:27], predict the reactants needed to synthesize it. The reactants are: [OH:1][CH:2]([CH3:15])[CH2:3][C:4]([CH:6]1[C:11]([CH3:13])([CH3:12])[CH2:10][CH:9]=[CH:8][CH:7]1[CH3:14])=[O:5].N1C=CC=CC=1.Cl[C:23]([O:25][CH2:26][CH3:27])=[O:24].Cl. (3) Given the product [F:22][CH:21]([F:23])[O:20][C:17]1[CH:18]=[CH:19][C:14]([C:7]2[CH:8]=[CH:9][C:4]([C:1]([OH:3])=[O:2])=[CH:5][CH:6]=2)=[N:15][CH:16]=1, predict the reactants needed to synthesize it. The reactants are: [C:1]([C:4]1[CH:9]=[CH:8][C:7](B(O)O)=[CH:6][CH:5]=1)([OH:3])=[O:2].Br[C:14]1[CH:19]=[CH:18][C:17]([O:20][CH:21]([F:23])[F:22])=[CH:16][N:15]=1. (4) The reactants are: Cl.[F:2][C:3]([F:14])([F:13])[C:4]1[CH:12]=[CH:11][C:7]([C:8](=[NH:10])[NH2:9])=[CH:6][CH:5]=1.CN([CH:18]=[C:19]([CH2:24][NH+](C)C)[CH2:20][NH+](C)C)C.F[B-](F)(F)F.C[O-:34].[Na+]. Given the product [F:2][C:3]([F:13])([F:14])[C:4]1[CH:12]=[CH:11][C:7]([C:8]2[N:9]=[CH:20][C:19]([CH:24]=[O:34])=[CH:18][N:10]=2)=[CH:6][CH:5]=1, predict the reactants needed to synthesize it. (5) Given the product [CH:12]1([C:15]2[CH:16]=[C:17]([CH2:20][NH:11][C:1]34[CH2:8][CH:7]5[CH2:6][CH:5]([CH2:4][CH:3]([CH2:9]5)[CH2:2]3)[CH2:10]4)[S:18][CH:19]=2)[CH2:14][CH2:13]1, predict the reactants needed to synthesize it. The reactants are: [C:1]12([NH2:11])[CH2:10][CH:5]3[CH2:6][CH:7]([CH2:9][CH:3]([CH2:4]3)[CH2:2]1)[CH2:8]2.[CH:12]1([C:15]2[CH:16]=[C:17]([CH:20]=O)[S:18][CH:19]=2)[CH2:14][CH2:13]1. (6) Given the product [C:1]([NH:16][CH2:17][CH2:18][O:19][C:20]1[C:30]2[CH2:29][CH2:28][N:27]([C:31](=[O:36])[C:32]([F:33])([F:35])[F:34])[CH2:26][CH2:25][C:24]=2[CH:23]=[CH:22][C:21]=1[Cl:37])(=[O:8])[C:2]1[CH:7]=[CH:6][CH:5]=[CH:4][CH:3]=1, predict the reactants needed to synthesize it. The reactants are: [C:1](Cl)(=[O:8])[C:2]1[CH:7]=[CH:6][CH:5]=[CH:4][CH:3]=1.N1CCOCC1.[NH2:16][CH2:17][CH2:18][O:19][C:20]1[C:30]2[CH2:29][CH2:28][N:27]([C:31](=[O:36])[C:32]([F:35])([F:34])[F:33])[CH2:26][CH2:25][C:24]=2[CH:23]=[CH:22][C:21]=1[Cl:37]. (7) Given the product [CH2:17]([S:14]([C:11]1[CH:12]=[CH:13][C:8]([C:6]2[C:5]([F:20])=[CH:4][CH:3]=[C:2]([B:21]3[O:25][C:24]([CH3:27])([CH3:26])[C:23]([CH3:29])([CH3:28])[O:22]3)[CH:7]=2)=[C:9]([F:19])[CH:10]=1)(=[O:16])=[O:15])[CH3:18], predict the reactants needed to synthesize it. The reactants are: Br[C:2]1[CH:3]=[CH:4][C:5]([F:20])=[C:6]([C:8]2[CH:13]=[CH:12][C:11]([S:14]([CH2:17][CH3:18])(=[O:16])=[O:15])=[CH:10][C:9]=2[F:19])[CH:7]=1.[B:21]1([B:21]2[O:25][C:24]([CH3:27])([CH3:26])[C:23]([CH3:29])([CH3:28])[O:22]2)[O:25][C:24]([CH3:27])([CH3:26])[C:23]([CH3:29])([CH3:28])[O:22]1. (8) Given the product [C:16]([C:14]1[CH:13]=[C:12]([NH:20][S:21]([CH3:24])(=[O:22])=[O:23])[C:11]([O:25][CH3:26])=[C:10]([NH:9][C:7](=[O:8])[C:6]2[CH:27]=[CH:28][C:29]([CH3:30])=[C:4]([N:1]3[CH:32]=[C:31]([C:33]4[N:37]([CH3:38])[C:36]([C:39](=[O:44])[C:40]([CH3:41])([CH3:42])[CH3:43])=[N:35][CH:34]=4)[N:3]=[N:2]3)[CH:5]=2)[CH:15]=1)([CH3:18])([CH3:19])[CH3:17], predict the reactants needed to synthesize it. The reactants are: [N:1]([C:4]1[CH:5]=[C:6]([CH:27]=[CH:28][C:29]=1[CH3:30])[C:7]([NH:9][C:10]1[CH:15]=[C:14]([C:16]([CH3:19])([CH3:18])[CH3:17])[CH:13]=[C:12]([NH:20][S:21]([CH3:24])(=[O:23])=[O:22])[C:11]=1[O:25][CH3:26])=[O:8])=[N+:2]=[N-:3].[C:31]([C:33]1[N:37]([CH3:38])[C:36]([C:39](=[O:44])[C:40]([CH3:43])([CH3:42])[CH3:41])=[N:35][CH:34]=1)#[CH:32]. (9) Given the product [CH3:1][C:2]1[N:3]([C:14]([O:43][C:28]2[CH:27]=[C:26]([Cl:25])[N:31]=[N:30][C:29]=2[O:32][C:33]2[C:38]([CH3:39])=[CH:37][CH:36]=[CH:35][C:34]=2[CH:40]2[CH2:42][CH2:41]2)=[O:15])[C:4]([CH3:7])=[CH:5][CH:6]=1, predict the reactants needed to synthesize it. The reactants are: [CH3:1][C:2]1[NH:3][C:4]([CH3:7])=[CH:5][CH:6]=1.N1C=CC=CC=1.[C:14](Cl)(Cl)=[O:15].C1(C)C=CC=CC=1.[Cl:25][C:26]1[N:31]=[N:30][C:29]([O:32][C:33]2[C:38]([CH3:39])=[CH:37][CH:36]=[CH:35][C:34]=2[CH:40]2[CH2:42][CH2:41]2)=[C:28]([OH:43])[CH:27]=1. (10) Given the product [Br:19][C:8]1[CH:9]=[C:4]2[C:3]([C:10]([O:12][CH3:13])=[O:11])=[N:2][NH:1][C:5]2=[N:6][CH:7]=1, predict the reactants needed to synthesize it. The reactants are: [NH:1]1[C:5]2=[N:6][CH:7]=[CH:8][CH:9]=[C:4]2[C:3]([C:10]([O:12][CH3:13])=[O:11])=[N:2]1.C([O-])(=O)C.[Na+].[Br:19]Br.O.